This data is from Full USPTO retrosynthesis dataset with 1.9M reactions from patents (1976-2016). The task is: Predict the reactants needed to synthesize the given product. (1) Given the product [CH3:12][O:11][C:3]1[C:4]([CH3:10])=[CH:5][C:6]([O:8][CH3:9])=[CH:7][C:2]=1[C:64]#[C:63][Si:65]([CH3:68])([CH3:67])[CH3:66].[C:15]([C:2]1[CH:7]=[C:6]([O:8][CH3:9])[CH:5]=[C:4]([CH3:10])[C:3]=1[O:11][CH3:12])#[CH:16], predict the reactants needed to synthesize it. The reactants are: Br[C:2]1[CH:7]=[C:6]([O:8][CH3:9])[CH:5]=[C:4]([CH3:10])[C:3]=1[O:11][CH3:12].CO[C:15]1C=CC(O)=C(C)[CH:16]=1.C1(P(C2CCCCC2)C2C=CC=CC=2C2C(C(C)C)=CC(C(C)C)=CC=2C(C)C)CCCCC1.C(=O)([O-])[O-].[Cs+].[Cs+].[C:63]([Si:65]([CH3:68])([CH3:67])[CH3:66])#[CH:64]. (2) Given the product [F:20][C:17]1[CH:18]=[CH:19][C:14]([CH2:13][O:12][C:8]2[CH:7]=[CH:6][CH:5]=[C:4]3[C:9]=2[CH:10]=[CH:11][C:2]([NH:21][C@H:22]2[C:30]4[C:25](=[CH:26][CH:27]=[CH:28][CH:29]=4)[CH2:24][CH2:23]2)=[N:3]3)=[CH:15][CH:16]=1, predict the reactants needed to synthesize it. The reactants are: Cl[C:2]1[CH:11]=[CH:10][C:9]2[C:4](=[CH:5][CH:6]=[CH:7][C:8]=2[O:12][CH2:13][C:14]2[CH:19]=[CH:18][C:17]([F:20])=[CH:16][CH:15]=2)[N:3]=1.[NH2:21][C@H:22]1[C:30]2[C:25](=[CH:26][CH:27]=[CH:28][CH:29]=2)[CH2:24][CH2:23]1.